Dataset: Peptide-MHC class I binding affinity with 185,985 pairs from IEDB/IMGT. Task: Regression. Given a peptide amino acid sequence and an MHC pseudo amino acid sequence, predict their binding affinity value. This is MHC class I binding data. (1) The peptide sequence is LYMAISPKF. The MHC is HLA-A23:01 with pseudo-sequence HLA-A23:01. The binding affinity (normalized) is 1.00. (2) The peptide sequence is KQINPPTVY. The MHC is HLA-B08:02 with pseudo-sequence HLA-B08:02. The binding affinity (normalized) is 0.0847. (3) The MHC is H-2-Kb with pseudo-sequence H-2-Kb. The peptide sequence is YALFYKLDV. The binding affinity (normalized) is 0.276. (4) The peptide sequence is PADCFLVKL. The MHC is HLA-A02:01 with pseudo-sequence HLA-A02:01. The binding affinity (normalized) is 0. (5) The peptide sequence is RRQDILDLWI. The MHC is HLA-A03:01 with pseudo-sequence HLA-A03:01. The binding affinity (normalized) is 0.0549. (6) The peptide sequence is KRSQDSPLK. The MHC is HLA-A03:01 with pseudo-sequence HLA-A03:01. The binding affinity (normalized) is 0.0847. (7) The peptide sequence is RMVSLVTSF. The MHC is HLA-A23:01 with pseudo-sequence HLA-A23:01. The binding affinity (normalized) is 0.706. (8) The peptide sequence is RLCLFDRYFK. The binding affinity (normalized) is 0.707. The MHC is HLA-A03:01 with pseudo-sequence HLA-A03:01. (9) The peptide sequence is HLCGLLCAF. The MHC is HLA-B15:01 with pseudo-sequence HLA-B15:01. The binding affinity (normalized) is 0.560. (10) The peptide sequence is FPQLSAIAL. The MHC is HLA-B07:02 with pseudo-sequence HLA-B07:02. The binding affinity (normalized) is 0.120.